This data is from Full USPTO retrosynthesis dataset with 1.9M reactions from patents (1976-2016). The task is: Predict the reactants needed to synthesize the given product. (1) Given the product [NH2:8][CH:12]1[CH2:38][CH2:31][N:13]([C:14]([C:16]2[S:17][CH:18]=[CH:19][C:20]=2[NH:21][C:22]2[CH:27]=[CH:26][N:25]=[C:24]3[NH:28][CH:29]=[CH:30][C:23]=23)=[O:15])[CH2:10][CH2:11]1, predict the reactants needed to synthesize it. The reactants are: C(OC([N:8]1[CH2:12][CH2:11][CH:10]([NH:13][C:14]([C:16]2[S:17][CH:18]=[CH:19][C:20]=2[NH:21][C:22]2[CH:27]=[CH:26][N:25]=[C:24]3[NH:28][CH:29]=[CH:30][C:23]=23)=[O:15])C1)=O)(C)(C)C.[C:31]([CH:38]1CCN(N)CC1)(OC(C)(C)C)=O. (2) The reactants are: [Cl:1][C:2]1[CH:7]=[CH:6][C:5]([C:8]2[C:17](=[O:18])[C:16]3[C:11](=[C:12]([OH:22])[C:13]([NH:19][CH:20]=[O:21])=[CH:14][CH:15]=3)[O:10][C:9]=2[CH:23]([CH3:25])[CH3:24])=[CH:4][CH:3]=1.C(=O)([O-])[O-].[Cs+].[Cs+].Br[CH2:33][CH2:34][CH2:35]Br. Given the product [Cl:1][C:2]1[CH:3]=[CH:4][C:5]([C:8]2[C:17](=[O:18])[C:16]3[CH:15]=[CH:14][C:13]4[N:19]([CH:20]=[O:21])[CH2:35][CH2:34][CH2:33][O:22][C:12]=4[C:11]=3[O:10][C:9]=2[CH:23]([CH3:25])[CH3:24])=[CH:6][CH:7]=1, predict the reactants needed to synthesize it. (3) Given the product [Cl:19][C:7]1[NH:8][C:4]2[CH:3]=[C:2]([Cl:1])[C:11]([O:12][C:13]([F:16])([F:15])[F:14])=[CH:10][C:5]=2[N:6]=1, predict the reactants needed to synthesize it. The reactants are: [Cl:1][C:2]1[C:11]([O:12][C:13]([F:16])([F:15])[F:14])=[CH:10][C:5]2[NH:6][C:7](=O)[NH:8][C:4]=2[CH:3]=1.O=P(Cl)(Cl)[Cl:19].[OH-].[Na+].